The task is: Binary Classification. Given a T-cell receptor sequence (or CDR3 region) and an epitope sequence, predict whether binding occurs between them.. This data is from TCR-epitope binding with 47,182 pairs between 192 epitopes and 23,139 TCRs. (1) The epitope is KTSVDCTMYI. The TCR CDR3 sequence is CASSTGTSGSRDEQYF. Result: 1 (the TCR binds to the epitope). (2) The epitope is EEHVQIHTI. The TCR CDR3 sequence is CASSEWARGSGELFF. Result: 0 (the TCR does not bind to the epitope). (3) The epitope is RAKFKQLL. The TCR CDR3 sequence is CASSTGFGSPLHF. Result: 0 (the TCR does not bind to the epitope). (4) The epitope is ALLADKFPV. The TCR CDR3 sequence is CATFPAGHRSYEQYF. Result: 0 (the TCR does not bind to the epitope). (5) The epitope is LLWNGPMAV. The TCR CDR3 sequence is CASSSAGAAYEQYF. Result: 1 (the TCR binds to the epitope). (6) The epitope is LLWNGPMAV. The TCR CDR3 sequence is CASSTTTGGANTEAFF. Result: 1 (the TCR binds to the epitope).